From a dataset of Forward reaction prediction with 1.9M reactions from USPTO patents (1976-2016). Predict the product of the given reaction. (1) Given the reactants [CH3:1][C:2]1[CH:3]=[C:4]([CH3:19])[N:5]=[C:6]([NH:8][S:9]([C:12]2[CH:13]=[CH:14][C:15]([NH2:18])=[CH:16][CH:17]=2)(=[O:11])=[O:10])[N:7]=1.[C:20]1([CH:26]([C:28]2[CH:33]=[CH:32][CH:31]=[CH:30][CH:29]=2)Cl)[CH:25]=[CH:24][CH:23]=[CH:22][CH:21]=1, predict the reaction product. The product is: [CH:26]([NH:18][C:15]1[CH:16]=[CH:17][C:12]([S:9]([NH:8][C:6]2[N:5]=[C:4]([CH3:19])[CH:3]=[C:2]([CH3:1])[N:7]=2)(=[O:11])=[O:10])=[CH:13][CH:14]=1)([C:20]1[CH:25]=[CH:24][CH:23]=[CH:22][CH:21]=1)[C:28]1[CH:33]=[CH:32][CH:31]=[CH:30][CH:29]=1. (2) Given the reactants C[Si]([N-][Si](C)(C)C)(C)C.[Na+].C1COCC1.[Cl:16][C:17]1[CH:18]=[N:19][CH:20]=[C:21]([Cl:24])[C:22]=1[CH3:23].Cl[CH2:26][C:27]1[C:28]2[N:29]([N:35]=[C:36]([CH:38]3[CH2:40][CH2:39]3)[CH:37]=2)[C:30]([O:33][CH3:34])=[CH:31][CH:32]=1.[Cl-].[NH4+], predict the reaction product. The product is: [CH:38]1([C:36]2[CH:37]=[C:28]3[C:27]([CH2:26][CH2:23][C:22]4[C:21]([Cl:24])=[CH:20][N:19]=[CH:18][C:17]=4[Cl:16])=[CH:32][CH:31]=[C:30]([O:33][CH3:34])[N:29]3[N:35]=2)[CH2:40][CH2:39]1. (3) Given the reactants [Br:1][C:2]1[CH:3]=[C:4]([CH2:9][NH:10][CH3:11])[CH:5]=[CH:6][C:7]=1[F:8].[CH3:12][O:13][C:14]([C:16]1[CH:17]=[C:18]([CH:22]=[CH:23][CH:24]=1)[C:19]([OH:21])=O)=[O:15].CN(C(ON1N=NC2C=CC=CC1=2)=[N+](C)C)C.F[P-](F)(F)(F)(F)F.CCN(CC)CC, predict the reaction product. The product is: [Br:1][C:2]1[CH:3]=[C:4]([CH2:9][N:10]([CH3:11])[C:19]([C:18]2[CH:17]=[C:16]([CH:24]=[CH:23][CH:22]=2)[C:14]([O:13][CH3:12])=[O:15])=[O:21])[CH:5]=[CH:6][C:7]=1[F:8]. (4) Given the reactants CS([C:5]1[N:6]=[C:7]([O:21][CH2:22][CH2:23][CH3:24])[C:8]2[N:13]=[C:12]([C:14]3[CH:19]=[CH:18][CH:17]=[C:16]([CH3:20])[CH:15]=3)[O:11][C:9]=2[N:10]=1)(=O)=O.Cl.[NH2:26][CH:27]1[CH2:32][CH2:31][O:30][CH2:29][CH2:28]1.C(N(CC)CC)C, predict the reaction product. The product is: [CH2:22]([O:21][C:7]1[C:8]2[N:13]=[C:12]([C:14]3[CH:19]=[CH:18][CH:17]=[C:16]([CH3:20])[CH:15]=3)[O:11][C:9]=2[N:10]=[C:5]([NH:26][CH:27]2[CH2:32][CH2:31][O:30][CH2:29][CH2:28]2)[N:6]=1)[CH2:23][CH3:24]. (5) Given the reactants [Cl:1][C:2]1[CH:11]=[CH:10][CH:9]=[C:8]2[C:3]=1[CH:4]=[CH:5][CH:6]=[N:7]2.[N+:12]([O-])([O-:14])=[O:13].[K+].OS(O)(=O)=O, predict the reaction product. The product is: [Cl:1][C:2]1[CH:11]=[CH:10][C:9]([N+:12]([O-:14])=[O:13])=[C:8]2[C:3]=1[CH:4]=[CH:5][CH:6]=[N:7]2. (6) The product is: [NH:26]1[C:30]2[CH:31]=[C:32]([N:35]3[CH:39]([C:40]4[CH:41]=[CH:42][C:43]([CH:46]5[CH2:51][CH2:50][C:49]([F:53])([F:52])[CH2:48][CH2:47]5)=[CH:44][CH:45]=4)[C:38]([CH3:54])=[C:37]([O:55][CH3:3])[C:36]3=[O:56])[CH:33]=[CH:34][C:29]=2[N:28]=[CH:27]1. Given the reactants [OH-].[K+].[CH3:3]C1C=CC(S(N(N=O)C)(=O)=O)=CC=1.C(O)CO.CCOCC.[NH:26]1[C:30]2[CH:31]=[C:32]([N:35]3[CH:39]([C:40]4[CH:45]=[CH:44][C:43]([CH:46]5[CH2:51][CH2:50][C:49]([F:53])([F:52])[CH2:48][CH2:47]5)=[CH:42][CH:41]=4)[C:38]([CH3:54])=[C:37]([OH:55])[C:36]3=[O:56])[CH:33]=[CH:34][C:29]=2[N:28]=[CH:27]1, predict the reaction product. (7) Given the reactants [NH2:1][C:2]1([CH2:8][S:9]([N:12]([CH3:14])[CH3:13])(=[O:11])=[O:10])[CH2:7][CH2:6][CH2:5][CH2:4][CH2:3]1.[C:15](=O)(O)[O-:16].[Na+], predict the reaction product. The product is: [N:1]([C:2]1([CH2:8][S:9]([N:12]([CH3:14])[CH3:13])(=[O:11])=[O:10])[CH2:3][CH2:4][CH2:5][CH2:6][CH2:7]1)=[C:15]=[O:16].